This data is from Forward reaction prediction with 1.9M reactions from USPTO patents (1976-2016). The task is: Predict the product of the given reaction. (1) Given the reactants Br[CH2:2][CH2:3][OH:4].[NH:5]1[CH2:9][CH2:8][C@H:7]([NH:10][C:11](=[O:17])[O:12][C:13]([CH3:16])([CH3:15])[CH3:14])[CH2:6]1.CCN(CC)CC, predict the reaction product. The product is: [OH:4][CH2:3][CH2:2][N:5]1[CH2:9][CH2:8][C@H:7]([NH:10][C:11](=[O:17])[O:12][C:13]([CH3:15])([CH3:14])[CH3:16])[CH2:6]1. (2) Given the reactants [CH3:1][O:2][C:3]1[CH:11]=[CH:10][C:6]([C:7](O)=[O:8])=[CH:5][C:4]=1[O:12][CH2:13][CH2:14][CH2:15][O:16][CH3:17].[H-].[H-].[H-].[H-].[Li+].[Al+3].O.[OH-].[Na+], predict the reaction product. The product is: [CH3:1][O:2][C:3]1[CH:11]=[CH:10][C:6]([CH2:7][OH:8])=[CH:5][C:4]=1[O:12][CH2:13][CH2:14][CH2:15][O:16][CH3:17].